Dataset: Forward reaction prediction with 1.9M reactions from USPTO patents (1976-2016). Task: Predict the product of the given reaction. (1) Given the reactants [CH3:1][C:2]1([CH3:19])[C:10]2[C:5](=[CH:6][C:7]([N+:15]([O-:17])=[O:16])=[C:8]([NH:11]C(=O)C)[CH:9]=2)[NH:4][C:3]1=[O:18].Cl.Cl[CH2:22][CH2:23][CH2:24][N:25]1[CH2:30][CH2:29][O:28][CH2:27][CH2:26]1.C([O-])([O-])=O.[Cs+].[Cs+], predict the reaction product. The product is: [NH2:11][C:8]1[CH:9]=[C:10]2[C:5](=[CH:6][C:7]=1[N+:15]([O-:17])=[O:16])[N:4]([CH2:22][CH2:23][CH2:24][N:25]1[CH2:30][CH2:29][O:28][CH2:27][CH2:26]1)[C:3](=[O:18])[C:2]2([CH3:1])[CH3:19]. (2) Given the reactants Cl[C:2]1[CH:7]=[C:6]([O:8][CH2:9][C:10]2[CH:15]=[CH:14][CH:13]=[CH:12][N:11]=2)[N:5]=[C:4]2[CH2:16][CH2:17][CH2:18][CH2:19][CH2:20][C:3]=12.[N:21]1[CH:26]=[CH:25][CH:24]=[C:23](B(O)O)[CH:22]=1.C(=O)([O-])[O-].[K+].[K+].O1CCOCC1.O, predict the reaction product. The product is: [N:21]1[CH:26]=[CH:25][CH:24]=[C:23]([C:2]2[CH:7]=[C:6]([O:8][CH2:9][C:10]3[CH:15]=[CH:14][CH:13]=[CH:12][N:11]=3)[N:5]=[C:4]3[CH2:16][CH2:17][CH2:18][CH2:19][CH2:20][C:3]=23)[CH:22]=1. (3) Given the reactants Cl[CH2:2][CH2:3][CH2:4][Si:5]([O:10][CH3:11])([O:8][CH3:9])[O:6][CH3:7].[C:12]([O-:17])(=[O:16])[C:13]([CH3:15])=[CH2:14].[K+], predict the reaction product. The product is: [C:12]([O:17][CH2:2][CH2:3][CH2:4][Si:5]([O:10][CH3:11])([O:8][CH3:9])[O:6][CH3:7])(=[O:16])[C:13]([CH3:15])=[CH2:14]. (4) Given the reactants [CH2:1]([O:8][C:9]1[CH:10]=[C:11]([CH:16]=[C:17]([O:19][CH3:20])[CH:18]=1)[C:12](OC)=[O:13])[C:2]1[CH:7]=[CH:6][CH:5]=[CH:4][CH:3]=1.[H-].[Al+3].[Li+].[H-].[H-].[H-].O, predict the reaction product. The product is: [CH2:1]([O:8][C:9]1[CH:10]=[C:11]([CH2:12][OH:13])[CH:16]=[C:17]([O:19][CH3:20])[CH:18]=1)[C:2]1[CH:3]=[CH:4][CH:5]=[CH:6][CH:7]=1.